Dataset: Full USPTO retrosynthesis dataset with 1.9M reactions from patents (1976-2016). Task: Predict the reactants needed to synthesize the given product. (1) Given the product [NH2:13][C:9]1[N:10]=[CH:11][N:12]=[C:7]([O:6][C:5]2[CH:14]=[CH:15][C:2]([NH:1][C:23]([NH:24][C:25]3[CH:30]=[CH:29][CH:28]=[C:27]([S:31]([CH3:34])(=[O:33])=[O:32])[CH:26]=3)=[O:22])=[CH:3][CH:4]=2)[CH:8]=1, predict the reactants needed to synthesize it. The reactants are: [NH2:1][C:2]1[CH:15]=[CH:14][C:5]([O:6][C:7]2[N:12]=[CH:11][N:10]=[C:9]([NH2:13])[CH:8]=2)=[CH:4][CH:3]=1.C1([O:22][C:23](=O)[NH:24][C:25]2[CH:30]=[CH:29][CH:28]=[C:27]([S:31]([CH3:34])(=[O:33])=[O:32])[CH:26]=2)C=CC=CC=1.C(OCC)(=O)C.O. (2) Given the product [N:28]1([CH:34]2[CH2:39][CH2:38][N:37]([C:40]([O:21][C:15]3[CH:16]=[C:17]([F:20])[CH:18]=[CH:19][C:14]=3/[CH:13]=[C:9]3\[C:10](=[O:12])[N:11]=[C:7]([N:1]4[CH2:6][CH2:5][CH2:4][CH2:3][NH:2]4)[S:8]\3)=[O:41])[CH2:36][CH2:35]2)[CH2:33][CH2:32][CH2:31][CH2:30][CH2:29]1, predict the reactants needed to synthesize it. The reactants are: [N:1]1([C:7]2[S:8]/[C:9](=[CH:13]\[C:14]3[CH:19]=[CH:18][C:17]([F:20])=[CH:16][C:15]=3[OH:21])/[C:10](=[O:12])[N:11]=2)[CH2:6][CH2:5][CH2:4][CH2:3][NH:2]1.C(=O)([O-])[O-].[K+].[K+].[N:28]1([CH:34]2[CH2:39][CH2:38][N:37]([C:40](Cl)=[O:41])[CH2:36][CH2:35]2)[CH2:33][CH2:32][CH2:31][CH2:30][CH2:29]1. (3) The reactants are: [NH2:1][C@@H:2]([CH3:18])[CH2:3][N:4]1[CH:8]=[CH:7][C:6]([C:9]2[CH:16]=[CH:15][C:12]([C:13]#[N:14])=[C:11]([Cl:17])[CH:10]=2)=[N:5]1.[OH:19][C:20]1([C:25]2[O:29][N:28]=[C:27]([C:30](O)=[O:31])[CH:26]=2)[CH2:24][CH2:23][CH2:22][CH2:21]1. Given the product [Cl:17][C:11]1[CH:10]=[C:9]([C:6]2[CH:7]=[CH:8][N:4]([CH2:3][C@@H:2]([NH:1][C:30]([C:27]3[CH:26]=[C:25]([C:20]4([OH:19])[CH2:24][CH2:23][CH2:22][CH2:21]4)[O:29][N:28]=3)=[O:31])[CH3:18])[N:5]=2)[CH:16]=[CH:15][C:12]=1[C:13]#[N:14], predict the reactants needed to synthesize it. (4) Given the product [CH3:1]/[C:2](/[CH2:6][CH2:7][CH:8]=[C:9]([CH3:11])[CH3:10])=[CH:3]/[CH:4]=[O:5], predict the reactants needed to synthesize it. The reactants are: [CH3:1]/[C:2](/[CH2:6][CH2:7][CH:8]=[C:9]([CH3:11])[CH3:10])=[CH:3]/[CH2:4][OH:5].CC(C)[O-].[Al+3].CC(C)[O-].CC(C)[O-].[N+](C1C=CC=CC=1C=O)([O-])=O.Cl.